This data is from Reaction yield outcomes from USPTO patents with 853,638 reactions. The task is: Predict the reaction yield, written as a fraction of the theoretical maximum amount of product (1.0 means a 100% yield; for example, 0.34 means a 34% yield). (1) The reactants are I[C:2]1[CH:7]=[CH:6][C:5]([C:8]([F:11])([F:10])[F:9])=[CH:4][CH:3]=1.[Li]CCCC.[CH2:17]([N:24]1[CH2:29][CH2:28][C:27](=O)[CH2:26][CH2:25]1)[C:18]1[CH:23]=[CH:22][CH:21]=[CH:20][CH:19]=1.C(=O)(O)[O-].[Na+]. The catalyst is C1COCC1.Cl.O1CCOCC1. The product is [CH2:17]([N:24]1[CH2:25][CH:26]=[C:27]([C:2]2[CH:7]=[CH:6][C:5]([C:8]([F:11])([F:10])[F:9])=[CH:4][CH:3]=2)[CH2:28][CH2:29]1)[C:18]1[CH:23]=[CH:22][CH:21]=[CH:20][CH:19]=1. The yield is 0.280. (2) The reactants are Cl[C:2]1[N:7]=[C:6]([C:8]([NH:10][C:11]2[C:12]([CH3:22])=[C:13]([CH:18]=[CH:19][C:20]=2[CH3:21])[C:14]([O:16][CH3:17])=[O:15])=[O:9])[C:5]([CH3:23])=[CH:4][CH:3]=1.[C:24]([Si:28]([CH3:38])([CH3:37])[O:29][CH2:30][CH:31]1[CH2:36][CH2:35][CH2:34][NH:33][CH2:32]1)([CH3:27])([CH3:26])[CH3:25].C([O-])([O-])=O.[Cs+].[Cs+].COC1C=CC=C(OC)C=1C1C=CC=CC=1P(C1CCCCC1)C1CCCCC1. The yield is 0.380. The catalyst is O1CCOCC1.C1C=CC(/C=C/C(/C=C/C2C=CC=CC=2)=O)=CC=1.C1C=CC(/C=C/C(/C=C/C2C=CC=CC=2)=O)=CC=1.C1C=CC(/C=C/C(/C=C/C2C=CC=CC=2)=O)=CC=1.[Pd].[Pd]. The product is [Si:28]([O:29][CH2:30][CH:31]1[CH2:36][CH2:35][CH2:34][N:33]([C:2]2[N:7]=[C:6]([C:8]([NH:10][C:11]3[C:12]([CH3:22])=[C:13]([CH:18]=[CH:19][C:20]=3[CH3:21])[C:14]([O:16][CH3:17])=[O:15])=[O:9])[C:5]([CH3:23])=[CH:4][CH:3]=2)[CH2:32]1)([C:24]([CH3:27])([CH3:26])[CH3:25])([CH3:38])[CH3:37].